This data is from Catalyst prediction with 721,799 reactions and 888 catalyst types from USPTO. The task is: Predict which catalyst facilitates the given reaction. Reactant: [CH:1]1[C:10]2[C:5](=[CH:6][CH:7]=[CH:8][CH:9]=2)[CH:4]=[CH:3][C:2]=1[O:11][C:12]1[CH:30]=[CH:29][C:15]([C:16]([NH:18][C:19]2[CH:28]=[CH:27][CH:26]=[CH:25][C:20]=2[C:21]([O:23][CH3:24])=[O:22])=[O:17])=[CH:14][C:13]=1[N+:31]([O-])=O. Product: [NH2:31][C:13]1[CH:14]=[C:15]([CH:29]=[CH:30][C:12]=1[O:11][C:2]1[CH:3]=[CH:4][C:5]2[C:10](=[CH:9][CH:8]=[CH:7][CH:6]=2)[CH:1]=1)[C:16]([NH:18][C:19]1[CH:28]=[CH:27][CH:26]=[CH:25][C:20]=1[C:21]([O:23][CH3:24])=[O:22])=[O:17]. The catalyst class is: 78.